From a dataset of Retrosynthesis with 50K atom-mapped reactions and 10 reaction types from USPTO. Predict the reactants needed to synthesize the given product. (1) Given the product Oc1ccc(CCc2c(Cc3ccccc3)sc3ccccc23)cc1, predict the reactants needed to synthesize it. The reactants are: COc1ccc(CCc2c(Cc3ccccc3)sc3ccccc23)cc1. (2) The reactants are: CC(C)(C)OC(=O)N1CCC[C@@H](Nc2cc(-n3cncn3)nc(-c3cnc4ccc(F)cn34)n2)C1. Given the product Fc1ccc2ncc(-c3nc(N[C@@H]4CCCNC4)cc(-n4cncn4)n3)n2c1, predict the reactants needed to synthesize it. (3) Given the product CC(C)(C)C(=O)Nc1cccc(C(=O)c2ccc3ncc(N4CCOCC4)nc3c2)c1, predict the reactants needed to synthesize it. The reactants are: C1COCCN1.CC(C)(C)C(=O)Nc1cccc(C(=O)c2ccc3ncc(Cl)nc3c2)c1. (4) Given the product CN(C)C1(c2ccccc2)CCC(CNC(=O)CCn2ccc3ccccc32)CC1, predict the reactants needed to synthesize it. The reactants are: CN(C)C1(c2ccccc2)CCC(CN)CC1.O=C(O)CCn1ccc2ccccc21.